Dataset: Peptide-MHC class I binding affinity with 185,985 pairs from IEDB/IMGT. Task: Regression. Given a peptide amino acid sequence and an MHC pseudo amino acid sequence, predict their binding affinity value. This is MHC class I binding data. (1) The peptide sequence is WTALMFAAY. The MHC is HLA-B15:01 with pseudo-sequence HLA-B15:01. The binding affinity (normalized) is 0.492. (2) The peptide sequence is VSSPDAVTTY. The MHC is HLA-A26:01 with pseudo-sequence HLA-A26:01. The binding affinity (normalized) is 0.241. (3) The peptide sequence is FLSLSLLVI. The MHC is HLA-A68:02 with pseudo-sequence HLA-A68:02. The binding affinity (normalized) is 0.150. (4) The peptide sequence is KEENLVNSLV. The MHC is HLA-B40:01 with pseudo-sequence HLA-B40:01. The binding affinity (normalized) is 0.409. (5) The peptide sequence is AIDDFCLFA. The MHC is HLA-B57:01 with pseudo-sequence HLA-B57:01. The binding affinity (normalized) is 0.0847.